This data is from Reaction yield outcomes from USPTO patents with 853,638 reactions. The task is: Predict the reaction yield, written as a fraction of the theoretical maximum amount of product (1.0 means a 100% yield; for example, 0.34 means a 34% yield). The reactants are [C:1]([O:5][C:6](=[O:21])[NH:7][CH2:8][CH2:9][O:10][C:11]1[CH:16]=[CH:15][C:14]([CH2:17][C:18](=O)[NH2:19])=[CH:13][CH:12]=1)([CH3:4])([CH3:3])[CH3:2].CO[C:24](OC)([N:26](C)C)[CH3:25].O.[NH2:32]N.[OH-].[Na+]. The catalyst is O. The product is [C:1]([O:5][C:6](=[O:21])[NH:7][CH2:8][CH2:9][O:10][C:11]1[CH:16]=[CH:15][C:14]([CH2:17][C:18]2[NH:26][C:24]([CH3:25])=[N:32][N:19]=2)=[CH:13][CH:12]=1)([CH3:4])([CH3:3])[CH3:2]. The yield is 0.590.